This data is from Full USPTO retrosynthesis dataset with 1.9M reactions from patents (1976-2016). The task is: Predict the reactants needed to synthesize the given product. (1) Given the product [F:1][C:2]1[C:25]([O:26][CH3:27])=[CH:24][CH:23]=[C:22]([F:28])[C:3]=1[CH2:4][O:5][C:6]1[C:7]2[N:8]([C:13]([C:17]([OH:19])=[O:18])=[C:14]([CH3:16])[N:15]=2)[CH:9]=[C:10]([CH3:12])[CH:11]=1, predict the reactants needed to synthesize it. The reactants are: [F:1][C:2]1[C:25]([O:26][CH3:27])=[CH:24][CH:23]=[C:22]([F:28])[C:3]=1[CH2:4][O:5][C:6]1[C:7]2[N:8]([C:13]([C:17]([O:19]CC)=[O:18])=[C:14]([CH3:16])[N:15]=2)[CH:9]=[C:10]([CH3:12])[CH:11]=1.[OH-].[Na+].Cl. (2) Given the product [CH3:40][N:38]1[C:37](=[O:41])[CH2:36][CH2:35][CH:34]([O:33][C:2]2[CH:9]=[CH:8][C:7]([C:10]3[N:15]=[C:14]([NH:16][C:17]4[CH:22]=[CH:21][C:20]([N:23]5[CH2:28][CH2:27][N:26]([CH:29]6[CH2:32][O:31][CH2:30]6)[CH2:25][CH2:24]5)=[CH:19][CH:18]=4)[N:13]=[CH:12][N:11]=3)=[CH:6][C:3]=2[C:4]#[N:5])[CH2:39]1, predict the reactants needed to synthesize it. The reactants are: F[C:2]1[CH:9]=[CH:8][C:7]([C:10]2[N:15]=[C:14]([NH:16][C:17]3[CH:22]=[CH:21][C:20]([N:23]4[CH2:28][CH2:27][N:26]([CH:29]5[CH2:32][O:31][CH2:30]5)[CH2:25][CH2:24]4)=[CH:19][CH:18]=3)[N:13]=[CH:12][N:11]=2)=[CH:6][C:3]=1[C:4]#[N:5].[OH:33][CH:34]1[CH2:39][N:38]([CH3:40])[C:37](=[O:41])[CH2:36][CH2:35]1. (3) Given the product [CH3:22][S:23]([C:26]1[CH:31]=[CH:30][CH:29]=[CH:28][C:27]=1[S:32]([N:7]1[C@@H:6]([CH3:8])[CH2:5][N:4]([CH2:9][C:10]([NH:12][C:13]2[CH:18]=[CH:17][CH:16]=[C:15]([O:19][CH3:20])[C:14]=2[CH3:21])=[O:11])[CH2:3][C@H:2]1[CH3:1])(=[O:34])=[O:33])(=[O:25])=[O:24], predict the reactants needed to synthesize it. The reactants are: [CH3:1][C@H:2]1[NH:7][C@@H:6]([CH3:8])[CH2:5][N:4]([CH2:9][C:10]([NH:12][C:13]2[CH:18]=[CH:17][CH:16]=[C:15]([O:19][CH3:20])[C:14]=2[CH3:21])=[O:11])[CH2:3]1.[CH3:22][S:23]([C:26]1[CH:31]=[CH:30][CH:29]=[CH:28][C:27]=1[S:32](Cl)(=[O:34])=[O:33])(=[O:25])=[O:24].